Dataset: Reaction yield outcomes from USPTO patents with 853,638 reactions. Task: Predict the reaction yield, written as a fraction of the theoretical maximum amount of product (1.0 means a 100% yield; for example, 0.34 means a 34% yield). (1) The reactants are [NH2:1][CH2:2][CH:3]([OH:6])[CH2:4][NH2:5].[O-]S([O-])(=O)=O.[Na+].[Na+].[CH:14](=O)[C:15]1[CH:20]=[CH:19][CH:18]=[CH:17][CH:16]=1.[BH4-].[Na+]. The catalyst is C(Cl)Cl.O. The product is [CH2:14]([NH:1][CH2:2][CH:3]([OH:6])[CH2:4][NH:5][CH2:14][C:15]1[CH:20]=[CH:19][CH:18]=[CH:17][CH:16]=1)[C:15]1[CH:20]=[CH:19][CH:18]=[CH:17][CH:16]=1. The yield is 0.620. (2) The reactants are F[C:2]1[N:7]=[CH:6][C:5]([C@H:8]([N:10]2[CH2:15][CH2:14][N:13]([C:16]([O:18][C:19]([CH3:22])([CH3:21])[CH3:20])=[O:17])[CH2:12][C@@H:11]2[CH3:23])[CH3:9])=[CH:4][C:3]=1[C:24]1[N:32]=[C:31]([CH3:33])[N:30]=[C:29]2[C:25]=1[N:26]=[CH:27][N:28]2[CH:34]1[CH2:39][CH2:38][CH2:37][CH2:36][O:35]1.[F:40][C:41]1[CH:42]=[C:43]([NH2:49])[CH:44]=[N:45][C:46]=1[O:47][CH3:48].C[Si]([N-][Si](C)(C)C)(C)C.[Li+]. The catalyst is C1COCC1. The product is [F:40][C:41]1[CH:42]=[C:43]([NH:49][C:2]2[N:7]=[CH:6][C:5]([C@H:8]([N:10]3[CH2:15][CH2:14][N:13]([C:16]([O:18][C:19]([CH3:21])([CH3:20])[CH3:22])=[O:17])[CH2:12][C@@H:11]3[CH3:23])[CH3:9])=[CH:4][C:3]=2[C:24]2[N:32]=[C:31]([CH3:33])[N:30]=[C:29]3[C:25]=2[N:26]=[CH:27][N:28]3[CH:34]2[CH2:39][CH2:38][CH2:37][CH2:36][O:35]2)[CH:44]=[N:45][C:46]=1[O:47][CH3:48]. The yield is 0.391. (3) The reactants are [CH:1]1([CH2:4][NH:5][N:6]2[C:15]3[C:10](=[CH:11][CH:12]=[CH:13][CH:14]=3)[C:9]([OH:16])=[C:8]([C:17]3[NH:22][C:21]4[CH:23]=[CH:24][C:25]([OH:27])=[CH:26][C:20]=4[S:19](=[O:29])(=[O:28])[N:18]=3)[C:7]2=[O:30])[CH2:3][CH2:2]1.C(=O)([O-])[O-].[Cs+].[Cs+].Br[CH2:38][C:39]([NH2:41])=[O:40]. The catalyst is [I-].C([N+](CCCC)(CCCC)CCCC)CCC.CN(C)C=O. The product is [CH:1]1([CH2:4][NH:5][N:6]2[C:15]3[C:10](=[CH:11][CH:12]=[CH:13][CH:14]=3)[C:9]([OH:16])=[C:8]([C:17]3[NH:22][C:21]4[CH:23]=[CH:24][C:25]([O:27][CH2:38][C:39]([NH2:41])=[O:40])=[CH:26][C:20]=4[S:19](=[O:28])(=[O:29])[N:18]=3)[C:7]2=[O:30])[CH2:2][CH2:3]1. The yield is 0.950. (4) The reactants are [CH:1]1([CH2:4][O:5][C:6]2[CH:7]=[C:8]([CH:16]([N:21]3[C:29](=[O:30])[C:28]4[C:23](=[CH:24][CH:25]=[CH:26][CH:27]=4)[C:22]3=[O:31])[CH2:17][C:18](O)=[O:19])[CH:9]=[CH:10][C:11]=2[O:12][CH:13]([F:15])[F:14])[CH2:3][CH2:2]1.C(N1C=CN=C1)(N1C=CN=C1)=O.Cl.[NH2:45][OH:46].O. The catalyst is O1CCCC1. The product is [CH:1]1([CH2:4][O:5][C:6]2[CH:7]=[C:8]([CH:16]([N:21]3[C:29](=[O:30])[C:28]4[C:23](=[CH:24][CH:25]=[CH:26][CH:27]=4)[C:22]3=[O:31])[CH2:17][C:18]([NH:45][OH:46])=[O:19])[CH:9]=[CH:10][C:11]=2[O:12][CH:13]([F:15])[F:14])[CH2:3][CH2:2]1. The yield is 0.610.